This data is from Forward reaction prediction with 1.9M reactions from USPTO patents (1976-2016). The task is: Predict the product of the given reaction. (1) Given the reactants [CH3:1][O:2][C:3]([C:5]1[CH:9]=[C:8]([C:10](=O)[CH2:11]Br)[S:7][CH:6]=1)=[O:4].S(=O)(=O)(O)O.[CH:19]([NH2:21])=[O:20], predict the reaction product. The product is: [CH3:1][O:2][C:3]([C:5]1[CH:9]=[C:8]([C:10]2[N:21]=[CH:19][O:20][CH:11]=2)[S:7][CH:6]=1)=[O:4]. (2) The product is: [Cl:1][C:2]1[CH:25]=[CH:24][C:5]([CH2:6][N:7]2[CH:11]=[N:10][N:9]=[C:8]2[C@H:12]2[CH2:16][CH2:15][CH2:14][NH:13]2)=[CH:4][CH:3]=1. Given the reactants [Cl:1][C:2]1[CH:25]=[CH:24][C:5]([CH2:6][N:7]2[CH:11]=[N:10][N:9]=[C:8]2[C@H:12]2[CH2:16][CH2:15][CH2:14][N:13]2C(OC(C)(C)C)=O)=[CH:4][CH:3]=1, predict the reaction product. (3) The product is: [Br:20][CH:16]([C:13]1[CH:12]=[CH:11][C:10]([C:7]2[CH:8]=[CH:9][C:4]([N+:1]([O-:3])=[O:2])=[CH:5][CH:6]=2)=[CH:15][N:14]=1)[CH3:17]. Given the reactants [N+:1]([C:4]1[CH:9]=[CH:8][C:7]([C:10]2[CH:11]=[CH:12][C:13]([CH:16](O)[CH3:17])=[N:14][CH:15]=2)=[CH:6][CH:5]=1)([O-:3])=[O:2].P(Br)(Br)[Br:20], predict the reaction product. (4) Given the reactants [CH2:1]([O:3][CH:4]1[CH2:13][CH2:12][C:7]2(OCC[O:8]2)[CH2:6][CH2:5]1)[CH3:2].Cl, predict the reaction product. The product is: [CH2:1]([O:3][CH:4]1[CH2:13][CH2:12][C:7](=[O:8])[CH2:6][CH2:5]1)[CH3:2]. (5) Given the reactants [F:1][C:2]1([F:14])[CH2:7][CH2:6][CH:5]([C:8]2[S:12][CH:11]([NH2:13])[NH:10][CH:9]=2)[CH2:4][CH2:3]1.[CH3:15][O:16][CH2:17][CH2:18][Br:19], predict the reaction product. The product is: [BrH:19].[F:14][C:2]1([F:1])[CH2:7][CH2:6][CH:5]([C:8]2[S:12][C:11](=[NH:13])[N:10]([CH2:18][CH2:17][O:16][CH3:15])[CH:9]=2)[CH2:4][CH2:3]1. (6) The product is: [CH3:1][S:2]([O:12][CH:9]1[CH2:10][CH2:11][O:6][CH2:7][CH2:8]1)(=[O:4])=[O:3]. Given the reactants [CH3:1][S:2](Cl)(=[O:4])=[O:3].[O:6]1[CH2:11][CH2:10][CH:9]([OH:12])[CH2:8][CH2:7]1.C(N(CC)CC)C, predict the reaction product. (7) Given the reactants Cl[C:2]1[CH:3]=[C:4]([NH:11][C:12]2[CH:17]=[CH:16][CH:15]=[C:14]([N:18]3[CH2:22][CH2:21][CH2:20][CH:19]3[CH3:23])[N:13]=2)[C:5]2[N:6]([CH:8]=[CH:9][N:10]=2)[N:7]=1.[CH3:24][O:25][C:26]1[CH:27]=[C:28](B(O)O)[CH:29]=[CH:30][C:31]=1[O:32][CH3:33].CC(C1C=C(C(C)C)C(C2C=CC=CC=2P(C2CCCCC2)C2CCCCC2)=C(C(C)C)C=1)C.C([O-])([O-])=O.[Na+].[Na+], predict the reaction product. The product is: [CH3:24][O:25][C:26]1[CH:27]=[C:28]([C:2]2[CH:3]=[C:4]([NH:11][C:12]3[CH:17]=[CH:16][CH:15]=[C:14]([N:18]4[CH2:22][CH2:21][CH2:20][CH:19]4[CH3:23])[N:13]=3)[C:5]3[N:6]([CH:8]=[CH:9][N:10]=3)[N:7]=2)[CH:29]=[CH:30][C:31]=1[O:32][CH3:33]. (8) Given the reactants [CH3:1][N:2]1[CH2:15][CH2:14][C:5]2[NH:6][C:7]3[CH:8]=[CH:9][C:10]([CH3:13])=[CH:11][C:12]=3[C:4]=2[CH2:3]1.[OH-].[K+].C([C:20]1[CH:25]=[C:24]([C:26]([CH3:28])=[CH2:27])[CH:23]=[CH:22][N:21]=1)=C, predict the reaction product. The product is: [CH3:1][N:2]1[CH2:15][CH2:14][C:5]2[N:6]([CH2:27][CH:26]([C:24]3[CH:23]=[CH:22][N:21]=[CH:20][CH:25]=3)[CH3:28])[C:7]3[CH:8]=[CH:9][C:10]([CH3:13])=[CH:11][C:12]=3[C:4]=2[CH2:3]1. (9) Given the reactants [Cl:1][C:2]1[CH:21]=[C:20]([N+:22]([O-])=O)[CH:19]=[CH:18][C:3]=1[O:4][C:5]1[CH:6]=[C:7]([CH:15]=[CH:16][CH:17]=1)[CH2:8][N:9]1[CH:13]=[CH:12][N:11]=[C:10]1[CH3:14], predict the reaction product. The product is: [Cl:1][C:2]1[CH:21]=[C:20]([CH:19]=[CH:18][C:3]=1[O:4][C:5]1[CH:17]=[CH:16][CH:15]=[C:7]([CH2:8][N:9]2[CH:13]=[CH:12][N:11]=[C:10]2[CH3:14])[CH:6]=1)[NH2:22].